This data is from Peptide-MHC class I binding affinity with 185,985 pairs from IEDB/IMGT. The task is: Regression. Given a peptide amino acid sequence and an MHC pseudo amino acid sequence, predict their binding affinity value. This is MHC class I binding data. (1) The peptide sequence is YVVLLFLLL. The MHC is Patr-B0101 with pseudo-sequence Patr-B0101. The binding affinity (normalized) is 0.0494. (2) The binding affinity (normalized) is 0.00487. The MHC is HLA-A02:06 with pseudo-sequence HLA-A02:06. The peptide sequence is DLNRMPTDML. (3) The binding affinity (normalized) is 0.237. The peptide sequence is NKMSYSSVM. The MHC is H-2-Kb with pseudo-sequence H-2-Kb. (4) The binding affinity (normalized) is 0.0847. The MHC is HLA-A30:01 with pseudo-sequence HLA-A30:01. The peptide sequence is LTDNGYLLY.